This data is from Retrosynthesis with 50K atom-mapped reactions and 10 reaction types from USPTO. The task is: Predict the reactants needed to synthesize the given product. Given the product CC(C)(C)Oc1ccc(C(=O)N[C@H]2CC[C@H](CCN3CCCCC3c3coc4cccc-4c3)CC2)cc1, predict the reactants needed to synthesize it. The reactants are: CC(C)(C)Oc1ccc(C(=O)O)cc1.N[C@H]1CC[C@H](CCN2CCCCC2c2coc3cccc-3c2)CC1.